Dataset: Full USPTO retrosynthesis dataset with 1.9M reactions from patents (1976-2016). Task: Predict the reactants needed to synthesize the given product. (1) The reactants are: Br.C[O:3][C:4]1[CH:5]=[CH:6][C:7]2[C:8]3[N:9]([CH2:15][CH2:16][N:17]=3)[C:10]([NH2:14])=[N:11][C:12]=2[CH:13]=1.[S-2].[Na+].[Na+]. Given the product [NH2:14][C:10]1[N:9]2[CH2:15][CH2:16][N:17]=[C:8]2[C:7]2[CH:6]=[CH:5][C:4]([OH:3])=[CH:13][C:12]=2[N:11]=1, predict the reactants needed to synthesize it. (2) Given the product [C:7]1([S:13]([N:16]2[C:20]3=[N:21][CH:22]=[C:23]([O:25][CH:44]([CH3:46])[CH3:45])[CH:24]=[C:19]3[CH:18]=[C:17]2[C:26]([C:33]2[CH:34]=[CH:35][C:36]([S:39]([CH3:42])(=[O:40])=[O:41])=[CH:37][CH:38]=2)=[CH:27][CH:28]2[CH2:32][CH2:31][CH2:30][CH2:29]2)(=[O:14])=[O:15])[CH:12]=[CH:11][CH:10]=[CH:9][CH:8]=1, predict the reactants needed to synthesize it. The reactants are: C(=O)([O-])[O-].[K+].[K+].[C:7]1([S:13]([N:16]2[C:20]3=[N:21][CH:22]=[C:23]([OH:25])[CH:24]=[C:19]3[CH:18]=[C:17]2[C:26]([C:33]2[CH:38]=[CH:37][C:36]([S:39]([CH3:42])(=[O:41])=[O:40])=[CH:35][CH:34]=2)=[CH:27][CH:28]2[CH2:32][CH2:31][CH2:30][CH2:29]2)(=[O:15])=[O:14])[CH:12]=[CH:11][CH:10]=[CH:9][CH:8]=1.Br[CH:44]([CH3:46])[CH3:45].